This data is from Forward reaction prediction with 1.9M reactions from USPTO patents (1976-2016). The task is: Predict the product of the given reaction. (1) Given the reactants [ClH:1].[CH3:2][N:3]([CH3:27])[CH:4]1[CH2:9][CH2:8][N:7]([C:10](=[O:26])[CH2:11][CH2:12][C:13]2[N:14]([CH2:18][C:19]([O:21][CH:22]([CH2:24][CH3:25])[CH3:23])=[O:20])[CH:15]=[CH:16][N:17]=2)[CH2:6][CH2:5]1, predict the reaction product. The product is: [ClH:1].[CH3:27][N:3]([CH3:2])[CH:4]1[CH2:9][CH2:8][N:7]([C:10](=[O:26])[CH2:11][CH2:12][C:13]2[N:14]([CH2:18][C:19]([O:21][CH:22]([CH2:24][CH3:25])[CH3:23])=[O:20])[CH:15]=[CH:16][N:17]=2)[CH2:6][CH2:5]1. (2) The product is: [F:1][C:2]([F:15])([F:14])[C:3](=[N:4][C:5]1[CH:10]=[CH:9][C:8]([O:11][CH3:12])=[CH:7][CH:6]=1)[C:18]#[C:17][C:16]([O:20][CH3:21])=[O:19]. Given the reactants [F:1][C:2]([F:15])([F:14])[C:3](Cl)=[N:4][C:5]1[CH:10]=[CH:9][C:8]([O:11][CH3:12])=[CH:7][CH:6]=1.[C:16]([O:20][CH3:21])(=[O:19])[C:17]#[CH:18].P([O-])([O-])([O-])=O.[K+].[K+].[K+].[I-].[K+], predict the reaction product. (3) The product is: [CH2:1]([O:3][C:4]1[N:9]=[C:8]2[NH:10][C:11]([C:13]3[CH:14]=[CH:15][C:16]([N:19]4[CH2:24][CH2:23][CH:22]([O:25][C@H:26]5[CH2:31][CH2:30][C@H:29]([CH2:32][C:33]([OH:35])=[O:34])[CH2:28][CH2:27]5)[CH2:21][CH2:20]4)=[N:17][CH:18]=3)=[N:12][C:7]2=[CH:6][CH:5]=1)[CH3:2]. Given the reactants [CH2:1]([O:3][C:4]1[N:9]=[C:8]2[NH:10][C:11]([C:13]3[CH:14]=[CH:15][C:16]([N:19]4[CH2:24][CH2:23][CH:22]([O:25][C@H:26]5[CH2:31][CH2:30][C@H:29]([CH2:32][C:33]([O:35]C)=[O:34])[CH2:28][CH2:27]5)[CH2:21][CH2:20]4)=[N:17][CH:18]=3)=[N:12][C:7]2=[CH:6][CH:5]=1)[CH3:2].[OH-].[Li+], predict the reaction product. (4) Given the reactants [N:1]1[CH:6]=[CH:5][CH:4]=[C:3]([NH:7][C:8]2[S:12][CH:11]=[N:10][C:9]=2[C:13](O)=O)[CH:2]=1.C(N(C(C)C)CC)(C)C.[N:25]1[CH:30]=[CH:29][C:28]([NH2:31])=[C:27]([NH2:32])[CH:26]=1.CN(C(ON1N=NC2C=CC=CC1=2)=[N+](C)C)C.[B-](F)(F)(F)F, predict the reaction product. The product is: [NH:31]1[C:28]2[CH:29]=[CH:30][N:25]=[CH:26][C:27]=2[N:32]=[C:13]1[C:9]1[N:10]=[CH:11][S:12][C:8]=1[NH:7][C:3]1[CH:2]=[N:1][CH:6]=[CH:5][CH:4]=1.